From a dataset of Full USPTO retrosynthesis dataset with 1.9M reactions from patents (1976-2016). Predict the reactants needed to synthesize the given product. (1) Given the product [C:1]([O:5][C:6]([N:8]1[CH2:13][CH2:12][C:11]([CH:15]([OH:19])[CH2:16][C:17]#[N:18])([CH3:14])[CH2:10][CH2:9]1)=[O:7])([CH3:4])([CH3:2])[CH3:3], predict the reactants needed to synthesize it. The reactants are: [C:1]([O:5][C:6]([N:8]1[CH2:13][CH2:12][C:11]([C:15](=[O:19])[CH2:16][C:17]#[N:18])([CH3:14])[CH2:10][CH2:9]1)=[O:7])([CH3:4])([CH3:3])[CH3:2].[BH4-].[Na+]. (2) Given the product [Cl:8][C:6]1[CH:5]=[CH:4][N:3]=[C:2]([NH:12][C:11]2[CH:13]=[C:14]([N+:17]([O-:19])=[O:18])[CH:15]=[CH:16][C:10]=2[CH3:9])[CH:7]=1, predict the reactants needed to synthesize it. The reactants are: Cl[C:2]1[CH:7]=[C:6]([Cl:8])[CH:5]=[CH:4][N:3]=1.[CH3:9][C:10]1[CH:16]=[CH:15][C:14]([N+:17]([O-:19])=[O:18])=[CH:13][C:11]=1[NH2:12].C1(P(C2C=CC=CC=2)C2C=CC3C(=CC=CC=3)C=2C2C3C(=CC=CC=3)C=CC=2P(C2C=CC=CC=2)C2C=CC=CC=2)C=CC=CC=1.C(=O)([O-])[O-].[Cs+].[Cs+]. (3) Given the product [F:1][CH:2]([CH2:28][CH3:29])[CH2:3][N:4]1[CH2:9][CH2:8][CH:7]([CH2:10][O:11][C:12]2[CH:17]=[CH:16][C:15]([C:18]3[CH:19]=[CH:20][C:21]([C:24]([OH:26])=[O:25])=[CH:22][CH:23]=3)=[CH:14][CH:13]=2)[CH2:6][CH2:5]1, predict the reactants needed to synthesize it. The reactants are: [F:1][CH:2]([CH2:28][CH3:29])[CH2:3][N:4]1[CH2:9][CH2:8][CH:7]([CH2:10][O:11][C:12]2[CH:17]=[CH:16][C:15]([C:18]3[CH:23]=[CH:22][C:21]([C:24]([O:26]C)=[O:25])=[CH:20][CH:19]=3)=[CH:14][CH:13]=2)[CH2:6][CH2:5]1.CO.O.O[Li].O. (4) Given the product [Cl:1][C:2]1[C:3]([O:12][C:13]2[CH:18]=[C:17]([O:19][CH:20]([CH3:21])[CH3:22])[CH:16]=[CH:15][C:14]=2/[CH:23]=[CH:24]/[C:25]([OH:27])=[O:26])=[N:4][CH:5]=[C:6]([C:8]([F:10])([F:9])[F:11])[CH:7]=1, predict the reactants needed to synthesize it. The reactants are: [Cl:1][C:2]1[C:3]([O:12][C:13]2[CH:18]=[C:17]([O:19][CH:20]([CH3:22])[CH3:21])[CH:16]=[CH:15][C:14]=2/[CH:23]=[CH:24]/[C:25]([O:27]CC)=[O:26])=[N:4][CH:5]=[C:6]([C:8]([F:11])([F:10])[F:9])[CH:7]=1.[OH-].[Na+].Cl.